Predict the product of the given reaction. From a dataset of Forward reaction prediction with 1.9M reactions from USPTO patents (1976-2016). (1) Given the reactants [Cl:1][C:2]1[CH:10]=[C:9]2[C:5]([C:6]([CH:11]=[O:12])=[CH:7][NH:8]2)=[CH:4][CH:3]=1.[F:13][C:14]1[CH:21]=[CH:20][C:17]([CH2:18]Br)=[CH:16][CH:15]=1.C(=O)([O-])[O-].[K+].[K+], predict the reaction product. The product is: [Cl:1][C:2]1[CH:10]=[C:9]2[C:5]([C:6]([CH:11]=[O:12])=[CH:7][N:8]2[CH2:18][C:17]2[CH:20]=[CH:21][C:14]([F:13])=[CH:15][CH:16]=2)=[CH:4][CH:3]=1. (2) The product is: [CH2:1]([N:3]1[C:7]([CH3:8])=[C:6]([OH:20])[C:5]([CH3:11])=[N:4]1)[CH3:2]. Given the reactants [CH2:1]([N:3]1[C:7]([CH3:8])=[C:6](C=O)[C:5]([CH3:11])=[N:4]1)[CH3:2].ClC1C=CC=C(C(OO)=[O:20])C=1.C(OCC)(=O)C, predict the reaction product. (3) Given the reactants [OH:1][C:2]1[CH:7]=[C:6]([C:8]([OH:10])=[O:9])[CH:5]=[CH:4][N:3]=1.[C:11](Cl)(=O)C, predict the reaction product. The product is: [O:1]=[C:2]1[CH:7]=[C:6]([C:8]([O:10][CH3:11])=[O:9])[CH:5]=[CH:4][NH:3]1.